Task: Predict which catalyst facilitates the given reaction.. Dataset: Catalyst prediction with 721,799 reactions and 888 catalyst types from USPTO (1) Reactant: [Cl:1][C:2]1[C:11]2[CH2:10][N:9]([C@H:12]([CH:16]([CH3:18])[CH3:17])[C:13](O)=[O:14])[C:8](=[O:19])[C:7]3=[CH:20][NH:21][C:5]([C:6]=23)=[N:4][CH:3]=1.CN(C(ON1N=[N:37][C:32]2[CH:33]=[CH:34][CH:35]=[N:36][C:31]1=2)=[N+](C)C)C.F[P-](F)(F)(F)(F)F.Cl.N1CCC[C@@H]1C#N.CN1CCOCC1. Product: [Cl:1][C:2]1[C:11]2[CH2:10][N:9]([C@H:12]([CH:16]([CH3:18])[CH3:17])[C:13]([N:36]3[CH2:35][CH2:34][CH2:33][C@@H:31]3[C:32]#[N:37])=[O:14])[C:8](=[O:19])[C:7]3=[CH:20][NH:21][C:5]([C:6]=23)=[N:4][CH:3]=1. The catalyst class is: 1. (2) Reactant: [C:1]([C:5]1[CH:6]=[C:7]([NH:17][C:18]([NH:20][C@@H:21]2[C:30]3[C:25](=[CH:26][CH:27]=[CH:28][CH:29]=3)[C@H:24]([O:31][CH2:32][C:33]([N:35]3[CH2:40][CH2:39][O:38][CH2:37][CH2:36]3)=O)[CH2:23][CH2:22]2)=[O:19])[N:8]([C:10]2[CH:15]=[CH:14][C:13]([CH3:16])=[CH:12][CH:11]=2)[N:9]=1)([CH3:4])([CH3:3])[CH3:2].B. Product: [C:1]([C:5]1[CH:6]=[C:7]([NH:17][C:18]([NH:20][C@@H:21]2[C:30]3[C:25](=[CH:26][CH:27]=[CH:28][CH:29]=3)[C@H:24]([O:31][CH2:32][CH2:33][N:35]3[CH2:40][CH2:39][O:38][CH2:37][CH2:36]3)[CH2:23][CH2:22]2)=[O:19])[N:8]([C:10]2[CH:11]=[CH:12][C:13]([CH3:16])=[CH:14][CH:15]=2)[N:9]=1)([CH3:4])([CH3:2])[CH3:3]. The catalyst class is: 20.